From a dataset of Forward reaction prediction with 1.9M reactions from USPTO patents (1976-2016). Predict the product of the given reaction. (1) Given the reactants C[Si]([N-][Si](C)(C)C)(C)C.[Na+].[Si:11]([O:18][C@@H:19]1[CH2:24][CH2:23][C@H:22]([CH2:25][C:26]([O:28][CH2:29][C:30]2[CH:35]=[CH:34][CH:33]=[CH:32][CH:31]=2)=[O:27])[CH2:21][CH2:20]1)([C:14]([CH3:17])([CH3:16])[CH3:15])([CH3:13])[CH3:12].C1C[O:39]CC1, predict the reaction product. The product is: [Si:11]([O:18][C@@H:19]1[CH2:20][CH2:21][C@H:22]([CH:25]([OH:39])[C:26]([O:28][CH2:29][C:30]2[CH:35]=[CH:34][CH:33]=[CH:32][CH:31]=2)=[O:27])[CH2:23][CH2:24]1)([C:14]([CH3:16])([CH3:17])[CH3:15])([CH3:13])[CH3:12]. (2) Given the reactants [Cl:1][C:2]1[CH:3]=[CH:4][C:5]([S:10][C:11]2[CH:16]=[CH:15][CH:14]=[CH:13][CH:12]=2)=[C:6]([NH:8][NH2:9])[CH:7]=1.[NH2:17][C:18]1[C:26]([Br:27])=[CH:25][C:24]([CH3:28])=[CH:23][C:19]=1[C:20](O)=[O:21].BrC1C(C)=CC(C(NNC2C=C(Cl)C=CC=2SCC)=O)=C([N+]([O-])=O)C=1, predict the reaction product. The product is: [NH2:17][C:18]1[C:26]([Br:27])=[CH:25][C:24]([CH3:28])=[CH:23][C:19]=1[C:20]([NH:9][NH:8][C:6]1[CH:7]=[C:2]([Cl:1])[CH:3]=[CH:4][C:5]=1[S:10][C:11]1[CH:16]=[CH:15][CH:14]=[CH:13][CH:12]=1)=[O:21]. (3) Given the reactants [F:1][C:2]([F:22])([F:21])[O:3][C:4]1[CH:9]=[CH:8][C:7]([N:10]2[CH2:14][CH2:13][C:12]3([CH2:19][CH2:18][NH:17][CH2:16][CH2:15]3)[C:11]2=[O:20])=[CH:6][CH:5]=1.O=C(Cl)[O:25][C:26](Cl)(Cl)Cl.[CH2:31]([NH2:39])[CH2:32][C:33]1[CH:38]=[CH:37][CH:36]=[CH:35][CH:34]=1, predict the reaction product. The product is: [CH2:31]([NH:39][C:26]([N:17]1[CH2:16][CH2:15][C:12]2([C:11](=[O:20])[N:10]([C:7]3[CH:8]=[CH:9][C:4]([O:3][C:2]([F:1])([F:21])[F:22])=[CH:5][CH:6]=3)[CH2:14][CH2:13]2)[CH2:19][CH2:18]1)=[O:25])[CH2:32][C:33]1[CH:38]=[CH:37][CH:36]=[CH:35][CH:34]=1. (4) Given the reactants Br[C:2]1[CH:16]=[C:15]([CH2:17][N:18]([CH3:29])[S:19]([C:22]2[CH:27]=[CH:26][C:25]([F:28])=[CH:24][CH:23]=2)(=[O:21])=[O:20])[CH:14]=[CH:13][C:3]=1[O:4][CH2:5][C:6]([O:8][C:9]([CH3:12])([CH3:11])[CH3:10])=[O:7].[C:30]([C:32]1[CH:33]=[C:34](B(O)O)[CH:35]=[CH:36][CH:37]=1)#[N:31].C(=O)([O-])[O-].[K+].[K+], predict the reaction product. The product is: [C:30]([C:32]1[CH:37]=[C:36]([C:2]2[CH:16]=[C:15]([CH2:17][N:18]([CH3:29])[S:19]([C:22]3[CH:27]=[CH:26][C:25]([F:28])=[CH:24][CH:23]=3)(=[O:21])=[O:20])[CH:14]=[CH:13][C:3]=2[O:4][CH2:5][C:6]([O:8][C:9]([CH3:12])([CH3:11])[CH3:10])=[O:7])[CH:35]=[CH:34][CH:33]=1)#[N:31]. (5) The product is: [F:1][C:2]1[CH:3]=[C:4]([C:21]2[CH:20]=[CH:19][C:18]([CH2:17][N:12]3[CH:16]=[CH:15][N:14]=[CH:13]3)=[CH:23][N:22]=2)[CH:5]=[CH:6][C:7]=1[OH:8]. Given the reactants [F:1][C:2]1[CH:3]=[C:4](B(O)O)[CH:5]=[CH:6][C:7]=1[OH:8].[N:12]1([CH2:17][C:18]2[CH:19]=[CH:20][C:21](Br)=[N:22][CH:23]=2)[CH:16]=[CH:15][N:14]=[CH:13]1, predict the reaction product.